This data is from Full USPTO retrosynthesis dataset with 1.9M reactions from patents (1976-2016). The task is: Predict the reactants needed to synthesize the given product. (1) Given the product [Cl:22][C:23]1[N:28]=[CH:27][C:26]2[C:29](=[C:5]3[C:4]4[C:8](=[CH:9][CH:10]=[C:2]([F:1])[CH:3]=4)[NH:7][C:6]3=[O:11])[O:30][CH:31]([CH2:32][CH3:33])[C:25]=2[CH:24]=1, predict the reactants needed to synthesize it. The reactants are: [F:1][C:2]1[CH:3]=[C:4]2[C:8](=[CH:9][CH:10]=1)[NH:7][C:6](=[O:11])[CH2:5]2.C[Si]([N-][Si](C)(C)C)(C)C.[Li+].[Cl:22][C:23]1[N:28]=[CH:27][C:26]2[C:29](=O)[O:30][CH:31]([CH2:32][CH3:33])[C:25]=2[CH:24]=1.Cl. (2) Given the product [F:11][C:8]1[CH:9]=[CH:10][C:5]([NH:4][C:2](=[O:3])[CH3:1])=[C:6]2[C:7]=1[CH:15]=[CH:16][NH:12]2, predict the reactants needed to synthesize it. The reactants are: [CH3:1][C:2]([NH:4][C:5]1[CH:10]=[CH:9][C:8]([F:11])=[CH:7][C:6]=1[N+:12]([O-])=O)=[O:3].[CH:15]([Mg]Br)=[CH2:16]. (3) Given the product [CH3:15][O:16][C:17](=[O:21])[C:18]([CH3:20])([CH3:19])[CH2:7][C:6]1[CH:12]=[CH:13][C:3]([O:2][CH3:1])=[CH:4][C:5]=1[CH3:14], predict the reactants needed to synthesize it. The reactants are: [CH3:1][O:2][C:3]1[CH:13]=[CH:12][C:6]([CH2:7]OC(=O)C)=[C:5]([CH3:14])[CH:4]=1.[CH3:15][O:16][C:17]([O:21][Si](C)(C)C)=[C:18]([CH3:20])[CH3:19]. (4) Given the product [OH:2][CH:1]([C:3]1[CH:4]=[C:5]([CH:10]=[CH:11][CH:12]=1)[C:6]([O:8][CH3:9])=[O:7])[CH2:13][CH2:14][CH2:15][CH2:16][CH2:17][CH2:18][CH3:19], predict the reactants needed to synthesize it. The reactants are: [CH:1]([C:3]1[CH:4]=[C:5]([CH:10]=[CH:11][CH:12]=1)[C:6]([O:8][CH3:9])=[O:7])=[O:2].[CH2:13]([Mg]Br)[CH2:14][CH2:15][CH2:16][CH2:17][CH2:18][CH3:19]. (5) Given the product [C:13]([C@@:15]([C@@H:16]1[C@:24]2([CH3:25])[C@H:19]([C@@H:20]([O:26][C:27](=[O:34])[C:28]3[CH:33]=[CH:32][CH:31]=[CH:30][CH:29]=3)[CH2:21][CH2:22][CH2:23]2)[CH2:18][CH2:17]1)([CH3:35])[CH2:2][CH3:3])#[N:39], predict the reactants needed to synthesize it. The reactants are: [Li][CH2:2][CH2:3]CC.C(NC(C)C)(C)C.[C:13]([C@H:15]([CH3:35])[C@@H:16]1[C@:24]2([CH3:25])[C@H:19]([C@@H:20]([O:26][C:27](=[O:34])[C:28]3[CH:33]=[CH:32][CH:31]=[CH:30][CH:29]=3)[CH2:21][CH2:22][CH2:23]2)[CH2:18][CH2:17]1)#N.CCBr.[NH4+:39].[Cl-].